From a dataset of Catalyst prediction with 721,799 reactions and 888 catalyst types from USPTO. Predict which catalyst facilitates the given reaction. (1) Reactant: [O-][N+:2]1[CH:7]=[CH:6][CH:5]=[CH:4][C:3]=1[CH:8]([CH3:14])[C:9]([O:11][CH2:12][CH3:13])=[O:10].O=P(Cl)(Cl)[Cl:17]. Product: [Cl:17][C:7]1[N:2]=[C:3]([CH:8]([CH3:14])[C:9]([O:11][CH2:12][CH3:13])=[O:10])[CH:4]=[CH:5][CH:6]=1. The catalyst class is: 25. (2) Reactant: C(OC([N:8]1[C:16]2[C:11](=[C:12]([NH:24][C:25]3[CH:30]=[CH:29][C:28]([Br:31])=[CH:27][C:26]=3[F:32])[C:13]([C:17]([O:19]C(C)(C)C)=[O:18])=[CH:14][CH:15]=2)[CH:10]=[N:9]1)=O)(C)(C)C.C(O)(C(F)(F)F)=O. Product: [Br:31][C:28]1[CH:29]=[CH:30][C:25]([NH:24][C:12]2[C:13]([C:17]([OH:19])=[O:18])=[CH:14][CH:15]=[C:16]3[C:11]=2[CH:10]=[N:9][NH:8]3)=[C:26]([F:32])[CH:27]=1. The catalyst class is: 2. (3) Reactant: [NH2:1][C:2]1[CH:3]=[C:4]2[C:9](=[C:10]([Br:12])[CH:11]=1)[N:8]=[CH:7][C:6]([C:13]#[N:14])=[C:5]2[NH:15][C:16]1[CH:21]=[CH:20][C:19]([F:22])=[C:18]([Cl:23])[CH:17]=1.[CH2:24]([C:28]1[NH:29][C:30]([CH:33]=O)=[CH:31][N:32]=1)[CH2:25][CH2:26][CH3:27].[BH3-]C#N.[Na+]. Product: [Br:12][C:10]1[CH:11]=[C:2]([NH:1][CH2:33][C:30]2[NH:29][C:28]([CH2:24][CH2:25][CH2:26][CH3:27])=[N:32][CH:31]=2)[CH:3]=[C:4]2[C:9]=1[N:8]=[CH:7][C:6]([C:13]#[N:14])=[C:5]2[NH:15][C:16]1[CH:21]=[CH:20][C:19]([F:22])=[C:18]([Cl:23])[CH:17]=1. The catalyst class is: 36. (4) Reactant: C([O:4][CH2:5][CH2:6][N:7]([CH2:16][CH3:17])[C:8]1[CH:13]=[CH:12][C:11]([CH:14]=O)=[CH:10][CH:9]=1)(=O)C.[C:18]1(=[O:24])[CH2:23][CH2:22][CH2:21][CH2:20][CH2:19]1.[OH-:25].[Na+]. Product: [CH2:16]([N:7]([CH2:6][CH2:5][OH:4])[C:8]1[CH:9]=[CH:10][C:11]([CH:14]=[C:19]2[CH2:20][CH2:21][CH2:22][C:23](=[CH:14][C:11]3[CH:12]=[CH:13][C:8]([N:7]([CH2:6][CH3:5])[CH2:16][CH2:17][OH:25])=[CH:9][CH:10]=3)[C:18]2=[O:24])=[CH:12][CH:13]=1)[CH3:17]. The catalyst class is: 8. (5) Reactant: [CH3:1][C:2]1[CH:6]=[C:5]([CH3:7])[N:4]([CH2:8][C:9]([N:11]2[CH2:16][CH2:15][N:14]([C:17]3[CH:25]=[CH:24][CH:23]=[CH:22][C:18]=3[C:19](O)=[O:20])[CH2:13][CH2:12]2)=[O:10])[N:3]=1.C(Cl)(=O)C(Cl)=O.[NH2:32][C:33]1[CH:38]=[CH:37][N:36]=[CH:35][CH:34]=1.C(N(C(C)C)CC)(C)C. Product: [CH3:1][C:2]1[CH:6]=[C:5]([CH3:7])[N:4]([CH2:8][C:9]([N:11]2[CH2:12][CH2:13][N:14]([C:17]3[CH:25]=[CH:24][CH:23]=[CH:22][C:18]=3[C:19]([NH:32][C:33]3[CH:38]=[CH:37][N:36]=[CH:35][CH:34]=3)=[O:20])[CH2:15][CH2:16]2)=[O:10])[N:3]=1. The catalyst class is: 59. (6) Reactant: C(O[C:4]([C:6]1[C:7]2[S:15][CH:14]=[C:13]([CH2:16][O:17][C:18]3[CH:23]=[CH:22][CH:21]=[C:20]([C:24]4[N:25]=[N:26][N:27]([CH3:29])[N:28]=4)[CH:19]=3)[C:8]=2[C:9]([NH2:12])=[N:10][CH:11]=1)=[O:5])C.[CH2:30]([CH2:32][NH2:33])[OH:31]. Product: [OH:31][CH2:30][CH2:32][NH:33][C:4]([C:6]1[C:7]2[S:15][CH:14]=[C:13]([CH2:16][O:17][C:18]3[CH:23]=[CH:22][CH:21]=[C:20]([C:24]4[N:25]=[N:26][N:27]([CH3:29])[N:28]=4)[CH:19]=3)[C:8]=2[C:9]([NH2:12])=[N:10][CH:11]=1)=[O:5]. The catalyst class is: 16.